This data is from Full USPTO retrosynthesis dataset with 1.9M reactions from patents (1976-2016). The task is: Predict the reactants needed to synthesize the given product. Given the product [F:1][C:2]1[CH:3]=[C:4]([C:14]2[CH:19]=[C:18]([C:20]([F:23])([F:22])[F:21])[CH:17]=[CH:16][C:15]=2[O:24][CH2:25][C:26]([OH:28])=[O:27])[CH:5]=[CH:6][C:7]=1[S:8]([CH:11]([CH3:13])[CH3:12])(=[O:10])=[O:9], predict the reactants needed to synthesize it. The reactants are: [F:1][C:2]1[CH:3]=[C:4]([C:14]2[CH:19]=[C:18]([C:20]([F:23])([F:22])[F:21])[CH:17]=[CH:16][C:15]=2[O:24][CH2:25][C:26]([O:28]C)=[O:27])[CH:5]=[CH:6][C:7]=1[S:8]([CH:11]([CH3:13])[CH3:12])(=[O:10])=[O:9].CO.